From a dataset of Reaction yield outcomes from USPTO patents with 853,638 reactions. Predict the reaction yield, written as a fraction of the theoretical maximum amount of product (1.0 means a 100% yield; for example, 0.34 means a 34% yield). The reactants are [Li]C(CC)C.CN(CCN(C)C)C.[CH3:14][O:15][C:16]1[CH:24]=[C:23]([C:25]([F:28])([F:27])[F:26])[CH:22]=[CH:21][C:17]=1[C:18]([OH:20])=[O:19].[Br:29]C(Cl)(Cl)C(Cl)(Cl)Br. The catalyst is C1CCCCC1.C1COCC1. The product is [Br:29][C:21]1[CH:22]=[C:23]([C:25]([F:26])([F:27])[F:28])[CH:24]=[C:16]([O:15][CH3:14])[C:17]=1[C:18]([OH:20])=[O:19]. The yield is 0.120.